This data is from Catalyst prediction with 721,799 reactions and 888 catalyst types from USPTO. The task is: Predict which catalyst facilitates the given reaction. (1) Reactant: [F:1][C:2]1[CH:7]=[CH:6][C:5]([C:8]2[C:9]3[CH2:20][N:19](C(=O)C)[CH2:18][CH2:17][C:10]=3[N:11]=[C:12]([CH:14]([CH3:16])[CH3:15])[N:13]=2)=[CH:4][CH:3]=1. Product: [F:1][C:2]1[CH:7]=[CH:6][C:5]([C:8]2[C:9]3[CH2:20][NH:19][CH2:18][CH2:17][C:10]=3[N:11]=[C:12]([CH:14]([CH3:16])[CH3:15])[N:13]=2)=[CH:4][CH:3]=1. The catalyst class is: 33. (2) Reactant: [C:1]([C:3]1[CH:37]=[CH:36][C:6]([O:7][CH2:8][CH:9]([NH:28]C(=O)OC(C)(C)C)[CH2:10][N:11]2[CH2:18][CH:17]3[CH2:19][CH:13]([CH2:14][N:15]([C:20]([N:22]4[CH2:27][CH2:26][CH2:25][CH2:24][CH2:23]4)=[O:21])[CH2:16]3)[CH2:12]2)=[CH:5][CH:4]=1)#[N:2].Cl. Product: [NH2:28][CH:9]([CH2:10][N:11]1[CH2:12][CH:13]2[CH2:19][CH:17]([CH2:16][N:15]([C:20]([N:22]3[CH2:27][CH2:26][CH2:25][CH2:24][CH2:23]3)=[O:21])[CH2:14]2)[CH2:18]1)[CH2:8][O:7][C:6]1[CH:36]=[CH:37][C:3]([C:1]#[N:2])=[CH:4][CH:5]=1. The catalyst class is: 13.